Dataset: Reaction yield outcomes from USPTO patents with 853,638 reactions. Task: Predict the reaction yield, written as a fraction of the theoretical maximum amount of product (1.0 means a 100% yield; for example, 0.34 means a 34% yield). (1) The reactants are [CH3:1][N:2]1[CH:6]=[CH:5][CH:4]=[N:3]1.[Li]CCCC.[C:12]([O:16][C:17](=[O:31])[NH:18][C:19]1[S:20][C:21]2[CH:27]=[C:26]([CH:28]=[O:29])[CH:25]=[C:24]([Br:30])[C:22]=2[N:23]=1)([CH3:15])([CH3:14])[CH3:13].[Li].[NH4+].[Cl-]. The catalyst is C1COCC1. The product is [C:12]([O:16][C:17](=[O:31])[NH:18][C:19]1[S:20][C:21]2[CH:27]=[C:26]([CH:28]([OH:29])[C:6]3[N:2]([CH3:1])[N:3]=[CH:4][CH:5]=3)[CH:25]=[C:24]([Br:30])[C:22]=2[N:23]=1)([CH3:15])([CH3:13])[CH3:14]. The yield is 0.950. (2) The reactants are C(OC(=O)[NH:10][CH2:11][CH2:12][CH2:13][CH2:14][C:15]1[CH:20]=[CH:19][C:18]([O:21][CH2:22][CH2:23][CH2:24][C:25]2[NH:29][N:28]=[N:27][N:26]=2)=[CH:17][CH:16]=1)C1C=CC=CC=1. The catalyst is CO.ClCCl.[Pd]. The product is [NH:29]1[C:25]([CH2:24][CH2:23][CH2:22][O:21][C:18]2[CH:19]=[CH:20][C:15]([CH2:14][CH2:13][CH2:12][CH2:11][NH2:10])=[CH:16][CH:17]=2)=[N:26][N:27]=[N:28]1. The yield is 0.990.